This data is from Reaction yield outcomes from USPTO patents with 853,638 reactions. The task is: Predict the reaction yield, written as a fraction of the theoretical maximum amount of product (1.0 means a 100% yield; for example, 0.34 means a 34% yield). (1) The reactants are [CH2:1]([SH:5])[CH2:2][CH2:3][SH:4].[CH2:6]([CH:8]1[O:10][CH2:9]1)Cl.[OH-].[Na+]. The catalyst is C(O)C. The product is [OH:10][CH:8]1[CH2:9][S:5][CH2:1][CH2:2][CH2:3][S:4][CH2:6]1. The yield is 0.430. (2) The product is [C:19]([C:14]1[CH:13]=[C:12]([N:6]2[C:7]([C:9]([N:21]3[C:23]4[C:24](=[CH:35][C:33]([N:32]5[CH2:31][CH2:9][CH2:7][CH2:8][CH2:4][C:2]5=[O:3])=[CH:34][CH:22]=4)[CH2:25][CH2:26]3)=[O:11])=[CH:8][C:4]([C:2]([NH2:1])=[O:3])=[N:5]2)[CH:17]=[CH:16][C:15]=1[F:18])#[N:20]. The catalyst is CN(C=O)C. The reactants are [NH2:1][C:2]([C:4]1[CH:8]=[C:7]([C:9]([OH:11])=O)[N:6]([C:12]2[CH:17]=[CH:16][C:15]([F:18])=[C:14]([C:19]#[N:20])[CH:13]=2)[N:5]=1)=[O:3].[N:21]1[CH:26]=[CH:25][CH:24]=[CH:23][CH:22]=1.C(N=[C:31]=[N:32][CH:33]([CH3:35])[CH3:34])(C)C.Cl. The yield is 0.490. (3) The reactants are [Cl:1][C:2]1[CH:7]=[C:6]([Cl:8])[CH:5]=[CH:4][C:3]=1[C:9](=O)[CH3:10].[NH2:12][C:13]([NH2:15])=[S:14]. No catalyst specified. The product is [NH2:15][C:13]1[S:14][CH:10]=[C:9]([C:3]2[CH:4]=[CH:5][C:6]([Cl:8])=[CH:7][C:2]=2[Cl:1])[N:12]=1. The yield is 0.971.